Dataset: Tyrosyl-DNA phosphodiesterase HTS with 341,365 compounds. Task: Binary Classification. Given a drug SMILES string, predict its activity (active/inactive) in a high-throughput screening assay against a specified biological target. (1) The compound is FC(F)Oc1ccc(/C(=N\NC(=O)c2c3c(nc(c2)c2ccncc2)cccc3)C)cc1. The result is 0 (inactive). (2) The result is 0 (inactive). The drug is O1C\C(C(=O)c2c1cccc2)=C/c1cc(OCC)c(OCC(=O)N(C)C)cc1. (3) The drug is O=C1N(C2CCN(CC2)C(=O)Nc2c(OCC)cccc2)CCN(C1=O)Cc1ccccc1. The result is 0 (inactive). (4) The compound is OC(=O)c1n[nH]c2CCC(C(CC)(C)C)Cc12. The result is 0 (inactive). (5) The compound is o1nc(c2nc(NCC3CC3)nc(c2)C)cc1c1ccccc1. The result is 0 (inactive). (6) The drug is O1C(C(=C(c2c1cccc2)C)C(OCC)=O)(C)C(OCC)=O. The result is 0 (inactive). (7) The compound is OC(Cn1c2c([n+](c1)C)cc(c(c2)C)C)COCc1ccccc1. The result is 0 (inactive). (8) The molecule is O=C(c1c2c(n(c1)CC)cccc2)c1ccccc1. The result is 0 (inactive). (9) The drug is ClCc1nc(Nc2c(cccc2)C)nc(n1)N. The result is 0 (inactive).